From a dataset of Reaction yield outcomes from USPTO patents with 853,638 reactions. Predict the reaction yield, written as a fraction of the theoretical maximum amount of product (1.0 means a 100% yield; for example, 0.34 means a 34% yield). (1) The reactants are [NH2:1][C:2]1[C:3]2[N:4]([C:8]([C@H:30]3[CH2:40][N:34]4[C:35](=[O:39])[CH2:36][NH:37][CH2:38][C@@H:33]4[CH2:32][CH2:31]3)=[N:9][C:10]=2[C:11]2[CH:29]=[CH:28][C:14]([C:15]([NH:17][C:18]3[CH:23]=[C:22]([C:24]([F:27])([F:26])[F:25])[CH:21]=[CH:20][N:19]=3)=[O:16])=[CH:13][CH:12]=2)[CH:5]=[CH:6][N:7]=1.C([O-])(O)=O.[Na+].Br[CH2:47][C:48]([O:50][CH3:51])=[O:49].O. The catalyst is CN(C=O)C. The product is [NH2:1][C:2]1[C:3]2[N:4]([C:8]([C@H:30]3[CH2:40][N:34]4[C:35](=[O:39])[CH2:36][N:37]([CH2:47][C:48]([O:50][CH3:51])=[O:49])[CH2:38][C@@H:33]4[CH2:32][CH2:31]3)=[N:9][C:10]=2[C:11]2[CH:29]=[CH:28][C:14]([C:15](=[O:16])[NH:17][C:18]3[CH:23]=[C:22]([C:24]([F:25])([F:27])[F:26])[CH:21]=[CH:20][N:19]=3)=[CH:13][CH:12]=2)[CH:5]=[CH:6][N:7]=1. The yield is 0.690. (2) The reactants are [C@@H:1]1([NH:10][C:11]2[N:16]=[CH:15][N:14]=[C:13]([NH:17][C@@H:18]3[CH2:22][C@H:21]([CH2:23][O:24][S:25]([NH:28]C(=O)OC(C)(C)C)(=[O:27])=[O:26])[C@@H:20]([OH:36])[CH2:19]3)[CH:12]=2)[C:9]2[C:4](=[CH:5][CH:6]=[CH:7][CH:8]=2)[CH2:3][CH2:2]1.FC(F)(F)C(O)=O. The catalyst is C(Cl)Cl. The product is [S:25](=[O:27])(=[O:26])([O:24][CH2:23][C@H:21]1[CH2:22][C@@H:18]([NH:17][C:13]2[CH:12]=[C:11]([NH:10][C@@H:1]3[C:9]4[C:4](=[CH:5][CH:6]=[CH:7][CH:8]=4)[CH2:3][CH2:2]3)[N:16]=[CH:15][N:14]=2)[CH2:19][C@@H:20]1[OH:36])[NH2:28]. The yield is 0.300. (3) The reactants are [Cl:1][C:2]1[CH:3]=[C:4]([C:9]([C:11]2[NH:19][C:14]3=[CH:15][N:16]=[CH:17][CH:18]=[C:13]3[CH:12]=2)=O)[CH:5]=[CH:6][C:7]=1[Cl:8].[C:20]([O:24][C:25](=[O:31])[NH:26][CH2:27][CH2:28][O:29][NH2:30])([CH3:23])([CH3:22])[CH3:21].Cl. The catalyst is C(O)C. The product is [Cl:1][C:2]1[CH:3]=[C:4]([C:9](=[N:30][O:29][CH2:28][CH2:27][NH:26][C:25](=[O:31])[O:24][C:20]([CH3:22])([CH3:21])[CH3:23])[C:11]2[NH:19][C:14]3=[CH:15][N:16]=[CH:17][CH:18]=[C:13]3[CH:12]=2)[CH:5]=[CH:6][C:7]=1[Cl:8]. The yield is 0.510. (4) The reactants are [CH3:1][O:2][C:3]1[C:11]([CH3:12])=[C:10]2[C:6]([C:7](=[O:13])[O:8][CH2:9]2)=[C:5]([O:14][CH2:15][CH2:16][Si:17]([CH3:20])([CH3:19])[CH3:18])[C:4]=1[CH2:21][CH:22]=[C:23]([CH3:26])[CH:24]=O.C(O)(=O)C(O)=O.[CH2:33]([O:35][P:36]([CH2:41][CH2:42][NH2:43])(=[O:40])[O:37][CH2:38][CH3:39])[CH3:34].C(O[BH-](OC(=O)C)OC(=O)C)(=O)C.[Na+].C(O)(=O)C. The catalyst is CN(C=O)C. The product is [CH2:38]([O:37][P:36]([CH2:41][CH2:42][NH:43][CH2:24][C:23]([CH3:26])=[CH:22][CH2:21][C:4]1[C:5]([O:14][CH2:15][CH2:16][Si:17]([CH3:20])([CH3:18])[CH3:19])=[C:6]2[C:10](=[C:11]([CH3:12])[C:3]=1[O:2][CH3:1])[CH2:9][O:8][C:7]2=[O:13])(=[O:40])[O:35][CH2:33][CH3:34])[CH3:39]. The yield is 0.960. (5) The reactants are C(OP([CH2:9][C:10]([O:12][CH2:13][CH3:14])=[O:11])(OCC)=O)C.[H-].[Na+].[F:17][C:18]1[CH:25]=[C:24]([O:26][CH3:27])[CH:23]=[C:22]([F:28])[C:19]=1[CH:20]=O. The catalyst is O1CCCC1.C(OCC)(=O)C. The product is [F:17][C:18]1[CH:25]=[C:24]([O:26][CH3:27])[CH:23]=[C:22]([F:28])[C:19]=1/[CH:20]=[CH:9]/[C:10]([O:12][CH2:13][CH3:14])=[O:11]. The yield is 0.520. (6) The reactants are [CH3:1][C:2]1([CH3:28])[CH2:7][CH2:6][C:5]([C:8]2[CH:13]=[C:12]([C:14]([OH:17])([CH3:16])[CH3:15])[CH:11]=[CH:10][C:9]=2[NH:18][C:19]([C:21]2[NH:22][CH:23]=[C:24]([C:26]#[N:27])[N:25]=2)=[O:20])=[CH:4][CH2:3]1.[CH3:29][N:30]([CH3:34])[CH2:31][CH2:32]O.[C:35]([OH:41])([C:37]([F:40])([F:39])[F:38])=[O:36]. The catalyst is C(Cl)Cl. The product is [F:38][C:37]([F:40])([F:39])[C:35]([OH:41])=[O:36].[CH3:29][N:30]([CH3:34])[CH2:31][CH2:32][O:17][C:14]([C:12]1[CH:11]=[CH:10][C:9]([NH:18][C:19]([C:21]2[NH:25][C:24]([C:26]#[N:27])=[CH:23][N:22]=2)=[O:20])=[C:8]([C:5]2[CH2:6][CH2:7][C:2]([CH3:28])([CH3:1])[CH2:3][CH:4]=2)[CH:13]=1)([CH3:15])[CH3:16]. The yield is 0.110. (7) The reactants are [CH2:1]1[C:10]2[C:5](=[CH:6][CH:7]=[CH:8][CH:9]=2)[CH2:4][CH2:3][NH:2]1.C(N(CC)CC)C.Cl[C:19]1[C:24]([CH:25]([CH2:30][CH2:31][CH3:32])[C:26]([O:28][CH3:29])=[O:27])=[C:23]([CH3:33])[N:22]=[C:21]([C:34]2[CH:39]=[CH:38][CH:37]=[CH:36][CH:35]=2)[N:20]=1. The catalyst is O1CCCC1.C(=O)([O-])O.[Na+]. The product is [CH2:1]1[C:10]2[C:5](=[CH:6][CH:7]=[CH:8][CH:9]=2)[CH2:4][CH2:3][N:2]1[C:19]1[C:24]([CH:25]([CH2:30][CH2:31][CH3:32])[C:26]([O:28][CH3:29])=[O:27])=[C:23]([CH3:33])[N:22]=[C:21]([C:34]2[CH:35]=[CH:36][CH:37]=[CH:38][CH:39]=2)[N:20]=1. The yield is 0.930.